This data is from Catalyst prediction with 721,799 reactions and 888 catalyst types from USPTO. The task is: Predict which catalyst facilitates the given reaction. Reactant: [NH2:1][C:2]1[CH:3]=[C:4]([CH:7]=[CH:8][C:9]=1[OH:10])[C:5]#[N:6].[C:11](N1C=CN=C1)(N1C=CN=C1)=[O:12].C(=O)([O-])[O-].[K+].[K+].Br[CH2:30][C:31]([O:33][C:34]([CH3:37])([CH3:36])[CH3:35])=[O:32]. The catalyst class is: 3. Product: [C:5]([C:4]1[CH:7]=[CH:8][C:9]2[O:10][C:11](=[O:12])[N:1]([CH2:30][C:31]([O:33][C:34]([CH3:37])([CH3:36])[CH3:35])=[O:32])[C:2]=2[CH:3]=1)#[N:6].